Dataset: Full USPTO retrosynthesis dataset with 1.9M reactions from patents (1976-2016). Task: Predict the reactants needed to synthesize the given product. (1) Given the product [OH:23][CH2:22][CH:18]1[CH2:19][CH2:20][CH2:21][N:16]([C:9]([O:11][C:12]([CH3:13])([CH3:14])[CH3:15])=[O:10])[CH2:17]1, predict the reactants needed to synthesize it. The reactants are: [C:9](O[C:9]([O:11][C:12]([CH3:15])([CH3:14])[CH3:13])=[O:10])([O:11][C:12]([CH3:15])([CH3:14])[CH3:13])=[O:10].[NH:16]1[CH2:21][CH2:20][CH2:19][CH:18]([CH2:22][OH:23])[CH2:17]1.[OH-].[Na+].C(Cl)Cl. (2) Given the product [CH2:1]([O:8][C:9]1[CH:10]=[CH:11][CH:12]=[C:13]2[C:18]=1[CH:17]=[CH:16][CH:15]=[C:14]2[CH:28]=[O:29])[CH2:2][CH2:3][CH2:4][CH2:5][CH2:6][CH3:7], predict the reactants needed to synthesize it. The reactants are: [CH2:1]([O:8][C:9]1[C:18]2[C:13](=[C:14](I)[CH:15]=[CH:16][CH:17]=2)[CH:12]=[CH:11][CH:10]=1)[CH2:2][CH2:3][CH2:4][CH2:5][CH2:6][CH3:7].[Li]CCCC.CN([CH:28]=[O:29])C.O. (3) Given the product [CH3:12][N:11]([CH3:13])[C:8]1[CH:7]=[C:3]2[C:4]([O:6][C:16](=[O:15])[NH:1][C:2]2=[CH:10][CH:9]=1)=[O:5], predict the reactants needed to synthesize it. The reactants are: [NH2:1][C:2]1[CH:10]=[CH:9][C:8]([N:11]([CH3:13])[CH3:12])=[CH:7][C:3]=1[C:4]([OH:6])=[O:5].O.[O:15]=[C:16](Cl)OC(Cl)(Cl)Cl. (4) The reactants are: C([O:3][C:4](=O)[CH2:5][CH2:6][C:7]1[CH:17]=[CH:16][C:10]([C:11]([O:13][CH2:14][CH3:15])=[O:12])=[CH:9][C:8]=1[N+:18]([O-])=O)C.C(N(CC)CC)C. Given the product [O:3]=[C:4]1[CH2:5][CH2:6][C:7]2[C:8](=[CH:9][C:10]([C:11]([O:13][CH2:14][CH3:15])=[O:12])=[CH:16][CH:17]=2)[NH:18]1, predict the reactants needed to synthesize it. (5) Given the product [F:6][C:7]1[CH:8]=[C:9]([CH:12]=[CH:13][C:14]=1[S:3]([CH3:2])(=[O:5])=[O:4])[CH:10]=[O:11], predict the reactants needed to synthesize it. The reactants are: [Na+].[CH3:2][S:3]([O-:5])=[O:4].[F:6][C:7]1[CH:8]=[C:9]([CH:12]=[CH:13][C:14]=1F)[CH:10]=[O:11].